This data is from Reaction yield outcomes from USPTO patents with 853,638 reactions. The task is: Predict the reaction yield, written as a fraction of the theoretical maximum amount of product (1.0 means a 100% yield; for example, 0.34 means a 34% yield). (1) The reactants are Cl[CH2:2][CH2:3][CH2:4][O:5][C:6]1[CH:15]=[C:14]2[C:9]([C:10]([O:16][C:17]3[CH:22]=[CH:21][C:20]([CH3:23])=[CH:19][C:18]=3[C:24]([C:26]3[CH:31]=[CH:30][CH:29]=[CH:28][CH:27]=3)=[O:25])=[CH:11][CH:12]=[N:13]2)=[CH:8][C:7]=1[O:32][CH3:33].[CH2:34]([NH:36][CH2:37][CH3:38])[CH3:35].C(=O)([O-])[O-].[K+].[K+].O. The catalyst is CN(C)C=O. The product is [CH2:34]([N:36]([CH2:37][CH3:38])[CH2:2][CH2:3][CH2:4][O:5][C:6]1[CH:15]=[C:14]2[C:9]([C:10]([O:16][C:17]3[CH:22]=[CH:21][C:20]([CH3:23])=[CH:19][C:18]=3[C:24]([C:26]3[CH:31]=[CH:30][CH:29]=[CH:28][CH:27]=3)=[O:25])=[CH:11][CH:12]=[N:13]2)=[CH:8][C:7]=1[O:32][CH3:33])[CH3:35]. The yield is 0.380. (2) The reactants are [CH3:1][S:2]([C:5]1[CH:6]=[CH:7][C:8]([S:14][CH3:15])=[C:9]([CH:13]=1)[C:10]([OH:12])=O)(=[O:4])=[O:3].Cl.[F:17][C:18]([F:31])([F:30])[C:19]1[S:23][C:22]([N:24]2[CH2:29][CH2:28][NH:27][CH2:26][CH2:25]2)=[N:21][CH:20]=1. No catalyst specified. The product is [CH3:1][S:2]([C:5]1[CH:6]=[CH:7][C:8]([S:14][CH3:15])=[C:9]([C:10]([N:27]2[CH2:28][CH2:29][N:24]([C:22]3[S:23][C:19]([C:18]([F:31])([F:17])[F:30])=[CH:20][N:21]=3)[CH2:25][CH2:26]2)=[O:12])[CH:13]=1)(=[O:3])=[O:4]. The yield is 0.180. (3) The reactants are [CH3:1][Si:2]([CH3:11])([CH3:10])[O:3][C:4]1[CH:9]=CC[CH2:6][CH:5]=1.[C:12]([O:17][CH3:18])(=[O:16])[C:13]#[C:14][CH3:15]. The catalyst is C1(C)C=CC=CC=1. The product is [CH3:15][C:14]1[CH:9]=[C:4]([O:3][Si:2]([CH3:11])([CH3:10])[CH3:1])[CH:5]=[CH:6][C:13]=1[C:12]([O:17][CH3:18])=[O:16]. The yield is 0.670. (4) The reactants are F[C:2](F)(F)C(O)=O.[N:8]1([CH:14]2[NH:23][C:22]3[C:17](=[CH:18][C:19]([C:24]#[N:25])=[CH:20][CH:21]=3)[N:16]3[N:26]=[N:27][N:28]=[C:15]23)[CH2:13][CH2:12][NH:11][CH2:10][CH2:9]1.C=O.[BH3-]C#N.[Na+].C([O-])(O)=O.[Na+]. The catalyst is CO.C(Cl)Cl. The product is [CH3:2][N:11]1[CH2:10][CH2:9][N:8]([C:14]2[C:15]3[N:16]([N:26]=[N:27][N:28]=3)[C:17]3[C:22]([N:23]=2)=[CH:21][CH:20]=[C:19]([C:24]#[N:25])[CH:18]=3)[CH2:13][CH2:12]1. The yield is 0.550.